This data is from Full USPTO retrosynthesis dataset with 1.9M reactions from patents (1976-2016). The task is: Predict the reactants needed to synthesize the given product. (1) Given the product [CH3:15][O:16][N:17]=[C:6]([C:5]1[CH:10]=[CH:11][C:2]([F:1])=[CH:3][CH:4]=1)[CH2:7][Br:18], predict the reactants needed to synthesize it. The reactants are: [F:1][C:2]1[CH:11]=[CH:10][C:5]([C:6](=O)[CH2:7]Cl)=[CH:4][CH:3]=1.CO.Cl.[CH3:15][O:16][NH2:17].[Br-:18].[Li+]. (2) Given the product [C:1]([O:5][C:6]([N:8]1[CH2:13][CH2:12][N:11]([C:14]2[O:15][C:16]3[C:22]([CH2:23][OH:24])=[CH:21][C:20]([Cl:26])=[CH:19][C:17]=3[N:18]=2)[C@@H:10]([CH3:27])[CH2:9]1)=[O:7])([CH3:4])([CH3:2])[CH3:3], predict the reactants needed to synthesize it. The reactants are: [C:1]([O:5][C:6]([N:8]1[CH2:13][CH2:12][N:11]([C:14]2[O:15][C:16]3[C:22]([C:23](O)=[O:24])=[CH:21][C:20]([Cl:26])=[CH:19][C:17]=3[N:18]=2)[C@@H:10]([CH3:27])[CH2:9]1)=[O:7])([CH3:4])([CH3:3])[CH3:2].B.[Cl-].[NH4+].O. (3) Given the product [NH2:8][CH2:9][C:10]([O:12][CH2:13][C:14]([F:40])([F:41])[CH2:15][N:16]1[C:20]([C:21]2[CH:26]=[CH:25][C:24]([F:27])=[CH:23][CH:22]=2)=[C:19]([C:28]2[CH:29]=[CH:30][C:31]3[O:36][CH2:35][C:34](=[O:37])[NH:33][C:32]=3[CH:38]=2)[C:18]([CH3:39])=[N:17]1)=[O:11], predict the reactants needed to synthesize it. The reactants are: C(OC([NH:8][CH2:9][C:10]([O:12][CH2:13][C:14]([F:41])([F:40])[CH2:15][N:16]1[C:20]([C:21]2[CH:26]=[CH:25][C:24]([F:27])=[CH:23][CH:22]=2)=[C:19]([C:28]2[CH:29]=[CH:30][C:31]3[O:36][CH2:35][C:34](=[O:37])[NH:33][C:32]=3[CH:38]=2)[C:18]([CH3:39])=[N:17]1)=[O:11])=O)(C)(C)C.Cl. (4) Given the product [Cl:1][C:2]1[CH:3]=[CH:4][C:5]2[N:6]([C:8]([CH:16]=[O:17])=[C:9]([CH:11]3[CH2:13][CH2:12]3)[N:10]=2)[N:7]=1, predict the reactants needed to synthesize it. The reactants are: [Cl:1][C:2]1[CH:3]=[CH:4][C:5]2[N:6]([CH:8]=[C:9]([CH:11]3[CH2:13][CH2:12]3)[N:10]=2)[N:7]=1.FC(F)(F)[C:16](O)=[O:17]. (5) Given the product [O:1]1[CH:6]([CH2:7][N:9]2[CH2:10][CH2:11][N:12]([C:15]3[CH:20]=[CH:19][CH:18]=[CH:17][C:16]=3[CH2:21][O:22][CH3:23])[CH2:13][CH2:14]2)[CH2:5][S:4][C:3]2[CH:24]=[CH:25][CH:26]=[CH:27][C:2]1=2, predict the reactants needed to synthesize it. The reactants are: [O:1]1[CH:6]([C:7]([N:9]2[CH2:14][CH2:13][N:12]([C:15]3[CH:20]=[CH:19][CH:18]=[CH:17][C:16]=3[CH2:21][O:22][CH3:23])[CH2:11][CH2:10]2)=O)[CH2:5][S:4][C:3]2[CH:24]=[CH:25][CH:26]=[CH:27][C:2]1=2.[H-].[H-].[H-].[H-].[Li+].[Al+3].[OH-].[Na+].O. (6) Given the product [ClH:1].[Cl:1][C:2]1[CH:3]=[C:4]([S:8]([N:12]2[C:20]3[CH:19]=[CH:18][N:17]=[C:16]([N:21]4[CH2:22][CH2:23][NH:24][CH2:25][CH2:26]4)[C:15]=3[CH:14]=[CH:13]2)(=[O:10])=[O:9])[S:5][C:6]=1[Cl:7], predict the reactants needed to synthesize it. The reactants are: [Cl:1][C:2]1[CH:3]=[C:4]([S:8](Cl)(=[O:10])=[O:9])[S:5][C:6]=1[Cl:7].[NH:12]1[C:20]2[CH:19]=[CH:18][N:17]=[C:16]([N:21]3[CH2:26][CH2:25][N:24](C(OC(C)(C)C)=O)[CH2:23][CH2:22]3)[C:15]=2[CH:14]=[CH:13]1.